This data is from Retrosynthesis with 50K atom-mapped reactions and 10 reaction types from USPTO. The task is: Predict the reactants needed to synthesize the given product. (1) Given the product COC(=O)c1csc(-c2ccnn2C)c1, predict the reactants needed to synthesize it. The reactants are: COC(=O)c1csc(Br)c1.Cn1nccc1B1OC(C)(C)C(C)(C)O1. (2) Given the product CN1CCCn2c1cc(OCCc1ccc(Oc3ccc(F)c(F)c3)nc1)nc2=O, predict the reactants needed to synthesize it. The reactants are: CN1CCCn2c1cc(Cl)nc2=O.OCCc1ccc(Oc2ccc(F)c(F)c2)nc1. (3) Given the product CC(=O)N1CCN(c2nc3c(N4CCOCC4)nc(-c4cnc(N)nc4)nc3n2CC(F)(F)F)CC12CC2, predict the reactants needed to synthesize it. The reactants are: CC(=O)OC(C)=O.Nc1ncc(-c2nc(N3CCOCC3)c3nc(N4CCNC5(CC5)C4)n(CC(F)(F)F)c3n2)cn1. (4) Given the product NC(=O)c1cc(-c2ccccn2)ccc1Cl, predict the reactants needed to synthesize it. The reactants are: CCN(C(C)C)C(C)C.O=C(O)c1cc(-c2ccccn2)ccc1Cl. (5) The reactants are: O=Cc1c(Cl)cccc1C1CC1. Given the product OCc1c(Cl)cccc1C1CC1, predict the reactants needed to synthesize it.